From a dataset of P-glycoprotein inhibition data for predicting drug efflux from Broccatelli et al.. Regression/Classification. Given a drug SMILES string, predict its absorption, distribution, metabolism, or excretion properties. Task type varies by dataset: regression for continuous measurements (e.g., permeability, clearance, half-life) or binary classification for categorical outcomes (e.g., BBB penetration, CYP inhibition). Dataset: pgp_broccatelli. (1) The drug is O=C(CCc1ccccc1)c1ccc(OC[C@H](O)CN2CCOCC2)cc1. The result is 1 (inhibitor). (2) The drug is COCCOC/C=C/c1ccc(-c2nc(-c3ccc(N(C)C)cc3)c(-c3ccc(N(C)C)cc3)[nH]2)cc1. The result is 1 (inhibitor). (3) The compound is N[C@@H](C(=O)N[C@@H]1C(=O)N2C(C(=O)O)=C(Cl)CS[C@H]12)c1ccccc1. The result is 0 (non-inhibitor).